This data is from Full USPTO retrosynthesis dataset with 1.9M reactions from patents (1976-2016). The task is: Predict the reactants needed to synthesize the given product. (1) Given the product [Cl:15][C:16]1[CH:24]=[C:23]([S:25]([CH:28]([CH3:30])[CH3:29])(=[O:27])=[O:26])[CH:22]=[CH:21][C:17]=1[C:18]([NH:6][C:5]1[CH:7]=[CH:8][C:2]([Cl:1])=[C:3]([C:9]2[CH:14]=[CH:13][CH:12]=[CH:11][N:10]=2)[CH:4]=1)=[O:19], predict the reactants needed to synthesize it. The reactants are: [Cl:1][C:2]1[CH:8]=[CH:7][C:5]([NH2:6])=[CH:4][C:3]=1[C:9]1[CH:14]=[CH:13][CH:12]=[CH:11][N:10]=1.[Cl:15][C:16]1[CH:24]=[C:23]([S:25]([CH:28]([CH3:30])[CH3:29])(=[O:27])=[O:26])[CH:22]=[CH:21][C:17]=1[C:18](O)=[O:19]. (2) Given the product [N+:1]([C:4]1[CH:5]=[C:6]([CH:17]=[CH:18][CH:19]=1)[CH2:7][N:8]([C:29](=[O:30])[C:28]([F:39])([F:38])[F:27])[CH2:9][C:10]([O:12][C:13]([CH3:14])([CH3:15])[CH3:16])=[O:11])([O-:3])=[O:2], predict the reactants needed to synthesize it. The reactants are: [N+:1]([C:4]1[CH:5]=[C:6]([CH:17]=[CH:18][CH:19]=1)[CH2:7][NH:8][CH2:9][C:10]([O:12][C:13]([CH3:16])([CH3:15])[CH3:14])=[O:11])([O-:3])=[O:2].C(N(CC)CC)C.[F:27][C:28]([F:39])([F:38])[C:29](O[C:29](=[O:30])[C:28]([F:39])([F:38])[F:27])=[O:30]. (3) Given the product [CH2:18]([O:25][C:26]1[CH:41]=[CH:40][C:39]([Br:42])=[CH:38][C:27]=1[CH2:28][CH2:29][C:30]([O:32][CH3:33])=[O:31])[C:19]1[CH:20]=[CH:21][CH:22]=[CH:23][CH:24]=1, predict the reactants needed to synthesize it. The reactants are: BrC1C=CC(OCC(F)F)=C(CCC(O)=O)C=1.[CH2:18]([O:25][C:26]1[CH:41]=[CH:40][C:39]([Br:42])=[CH:38][C:27]=1[CH2:28][CH:29](C(OC)=O)[C:30]([O:32][CH3:33])=[O:31])[C:19]1[CH:24]=[CH:23][CH:22]=[CH:21][CH:20]=1.[Cl-].[Li+]. (4) Given the product [CH:31]1([C:32]([NH:11][C:10]2[C:4]3[C:5](=[N:6][CH:7]=[CH:2][CH:3]=3)[NH:8][CH:9]=2)=[O:28])[CH2:29][CH2:30]1, predict the reactants needed to synthesize it. The reactants are: Br[C:2]1[C:3](N2CCC[C@@H](NC(OC(C)(C)C)=O)C2)=[C:4]2[C:10]([N+:11]([O-])=O)=[CH:9][NH:8][C:5]2=[N:6][CH:7]=1.[O:28]1[CH2:32][CH2:31][CH2:30][CH2:29]1.S(=O)(=O)(O)O.N1CCNCC1. (5) Given the product [Cl:1][C:2]1[C:3]([O:13][C@@H:11]([CH3:12])[C:10]([F:15])([F:14])[F:9])=[N:4][CH:5]=[CH:6][CH:7]=1, predict the reactants needed to synthesize it. The reactants are: [Cl:1][C:2]1[C:3](F)=[N:4][CH:5]=[CH:6][CH:7]=1.[F:9][C:10]([F:15])([F:14])[C@@H:11]([OH:13])[CH3:12].CC([O-])(C)C.[K+]. (6) Given the product [NH:37]1[C:38]2[C:39](=[C:47]([C:2]3[N:3]=[C:4]([N:13]4[CH2:18][CH2:17][O:16][CH2:15][CH2:14]4)[C:5]4[S:10][C:9]([CH2:11][NH:12][C:69](=[O:64])[CH2:68][NH:56][S:60]([CH3:59])(=[O:62])=[O:61])=[CH:8][C:6]=4[N:7]=3)[CH:46]=[CH:48][CH:40]=2)[CH:33]=[N:27]1, predict the reactants needed to synthesize it. The reactants are: Cl[C:2]1[N:3]=[C:4]([N:13]2[CH2:18][CH2:17][O:16][CH2:15][CH2:14]2)[C:5]2[S:10][C:9]([CH2:11][NH2:12])=[CH:8][C:6]=2[N:7]=1.F[P-](F)(F)(F)(F)F.C[N+:27]([CH3:33])=C(N(C)C)O.C([N:37](CC)[CH:38]([CH3:40])[CH3:39])(C)C.C(NCC(O)=O)(O[C:46](C)([CH3:48])[CH3:47])=O.Cl.[NH2:56]O.Cl.[CH3:59][S:60](Cl)(=[O:62])=[O:61].[O:64]1[CH2:69][CH2:68]OCC1.